From a dataset of Peptide-MHC class II binding affinity with 134,281 pairs from IEDB. Regression. Given a peptide amino acid sequence and an MHC pseudo amino acid sequence, predict their binding affinity value. This is MHC class II binding data. (1) The peptide sequence is LSSNDLAKYKANWIE. The MHC is HLA-DPA10301-DPB10402 with pseudo-sequence HLA-DPA10301-DPB10402. The binding affinity (normalized) is 0.141. (2) The peptide sequence is VNKYLKVVFIPNYNV. The MHC is HLA-DPA10201-DPB11401 with pseudo-sequence HLA-DPA10201-DPB11401. The binding affinity (normalized) is 0.384. (3) The peptide sequence is AFLLLGLAGNSSPSA. The MHC is HLA-DPA10201-DPB10101 with pseudo-sequence HLA-DPA10201-DPB10101. The binding affinity (normalized) is 0.328. (4) The peptide sequence is FSSWETVCDSLDDYN. The MHC is DRB1_0802 with pseudo-sequence DRB1_0802. The binding affinity (normalized) is 0.